Dataset: Full USPTO retrosynthesis dataset with 1.9M reactions from patents (1976-2016). Task: Predict the reactants needed to synthesize the given product. (1) Given the product [Cl:34][C:35]1[CH:36]=[C:37]([CH2:41][CH2:42][CH2:43][N:44]2[C:49](=[O:50])[C:48]([CH2:51][N:11]3[CH2:12][CH2:13][N:8]([CH3:6])[CH2:9][CH2:10]3)=[CH:47][C:46]([C:57]3[CH:62]=[CH:61][C:60]([F:63])=[C:59]([CH3:64])[CH:58]=3)=[N:45]2)[CH:38]=[CH:39][CH:40]=1, predict the reactants needed to synthesize it. The reactants are: C(O[C:6]([N:8]1[CH2:13][CH2:12][N:11](C2C(=O)N(CC(C)C)N=C(C3C=CC(C)=C(F)C=3)C=2C)[CH2:10][CH2:9]1)=O)(C)(C)C.[Cl:34][C:35]1[CH:36]=[C:37]([CH2:41][CH2:42][CH2:43][N:44]2[C:49](=[O:50])[C:48]([CH2:51]OS(C)(=O)=O)=[CH:47][C:46]([C:57]3[CH:62]=[CH:61][C:60]([F:63])=[C:59]([CH3:64])[CH:58]=3)=[N:45]2)[CH:38]=[CH:39][CH:40]=1. (2) Given the product [F:15][C:16]1[C:17]([C:32]2[CH:37]=[CH:36][CH:35]=[CH:34][N:33]=2)=[C:18]([F:31])[CH:19]=[CH:20][C:21]=1[C:2]1[N:6]2[CH:7]=[CH:8][C:9]([C:11]([F:14])([F:13])[F:12])=[N:10][C:5]2=[N:4][CH:3]=1, predict the reactants needed to synthesize it. The reactants are: Br[C:2]1[N:6]2[CH:7]=[CH:8][C:9]([C:11]([F:14])([F:13])[F:12])=[N:10][C:5]2=[N:4][CH:3]=1.[F:15][C:16]1[C:21](B2OC(C)(C)C(C)(C)O2)=[CH:20][CH:19]=[C:18]([F:31])[C:17]=1[C:32]1[CH:37]=[CH:36][CH:35]=[CH:34][N:33]=1. (3) Given the product [NH2:33][NH2:34].[NH2:18][CH2:19][C:24]([OH:26])=[O:25].[C:1]([O:3][CH2:4][CH3:5])(=[O:2])[CH:27]=[O:31], predict the reactants needed to synthesize it. The reactants are: [C:1]([NH:18][C@H:19]([C:24]([OH:26])=[O:25])CC(C)C)([O:3][CH2:4][CH:5]1C2C(=CC=CC=2)C2C1=CC=CC=2)=[O:2].[C:27]([O:31]C(=O)[NH:33][NH2:34])(C)(C)C.CN(C(ON1N=NC2C=CC=CC1=2)=[N+](C)C)C.[B-](F)(F)(F)F.CCN(C(C)C)C(C)C. (4) Given the product [CH:11]1([N:8]2[C:9]3[CH:10]=[C:2]([C:37]4[CH:42]=[N:41][C:40]([CH:43]=[O:44])=[CH:39][CH:38]=4)[CH:3]=[C:4]([C:16]([NH:18][CH2:19][C:20]4[C:21](=[O:28])[NH:22][C:23]([CH3:27])=[CH:24][C:25]=4[CH3:26])=[O:17])[C:5]=3[CH:6]=[N:7]2)[CH2:15][CH2:14][CH2:13][CH2:12]1, predict the reactants needed to synthesize it. The reactants are: Br[C:2]1[CH:3]=[C:4]([C:16]([NH:18][CH2:19][C:20]2[C:21](=[O:28])[NH:22][C:23]([CH3:27])=[CH:24][C:25]=2[CH3:26])=[O:17])[C:5]2[CH:6]=[N:7][N:8]([CH:11]3[CH2:15][CH2:14][CH2:13][CH2:12]3)[C:9]=2[CH:10]=1.CC1(C)C(C)(C)OB([C:37]2[CH:38]=[CH:39][C:40]([CH:43]=[O:44])=[N:41][CH:42]=2)O1.C([O-])([O-])=O.[Na+].[Na+]. (5) Given the product [C:30]1([S:27]([O:16][CH2:15][CH2:14][O:13][C:12]2[CH:17]=[CH:18][C:9]([B:4]3[O:3][C:2]([CH3:19])([CH3:1])[C:6]([CH3:7])([CH3:8])[O:5]3)=[CH:10][CH:11]=2)(=[O:29])=[O:28])[CH:36]=[CH:35][CH:33]=[CH:32][CH:31]=1, predict the reactants needed to synthesize it. The reactants are: [CH3:1][C:2]1([CH3:19])[C:6]([CH3:8])([CH3:7])[O:5][B:4]([C:9]2[CH:18]=[CH:17][C:12]([O:13][CH2:14][CH2:15][OH:16])=[CH:11][CH:10]=2)[O:3]1.C(N(CC)CC)C.[S:27](Cl)([C:30]1[CH:36]=[CH:35][C:33](C)=[CH:32][CH:31]=1)(=[O:29])=[O:28]. (6) Given the product [CH3:1][N:2]([C:3]1[CH:4]=[N:5][CH:6]=[CH:7][CH:8]=1)[C:9]1[CH:14]=[CH:13][CH:12]=[C:11]([NH2:15])[CH:10]=1, predict the reactants needed to synthesize it. The reactants are: [CH3:1][N:2]([C:9]1[CH:14]=[CH:13][CH:12]=[C:11]([N+:15]([O-])=O)[CH:10]=1)[C:3]1[CH:4]=[N:5][CH:6]=[CH:7][CH:8]=1.Cl[Sn]Cl.[OH-].[Na+]. (7) The reactants are: [O:1]=[C:2]1[CH2:10][C:9]2[C:4](=[CH:5][CH:6]=[C:7]([C:11]#[N:12])[CH:8]=2)[NH:3]1.[N:13]1[CH:18]=[CH:17][C:16](/[CH:19]=[CH:20]/[C:21]2[C:29]3[C:24](=[CH:25][C:26]([CH:30]=O)=[CH:27][CH:28]=3)[N:23](COCC[Si](C)(C)C)[N:22]=2)=[CH:15][CH:14]=1. Given the product [O:1]=[C:2]1[C:10](=[CH:30][C:26]2[CH:25]=[C:24]3[C:29]([C:21](/[CH:20]=[CH:19]/[C:16]4[CH:15]=[CH:14][N:13]=[CH:18][CH:17]=4)=[N:22][NH:23]3)=[CH:28][CH:27]=2)[C:9]2[C:4](=[CH:5][CH:6]=[C:7]([C:11]#[N:12])[CH:8]=2)[NH:3]1, predict the reactants needed to synthesize it. (8) Given the product [Cl:24][C:25]1[CH:30]=[C:29]([CH3:31])[C:28]([NH:32][C:33]([C:35]2[N:36]([C:44]3[C:49]([Cl:50])=[CH:48][CH:47]=[CH:46][N:45]=3)[N:37]=[C:38]([C:40]([F:41])([F:43])[F:42])[CH:39]=2)=[O:34])=[C:27]([CH:26]=1)[C:51]([NH:52][CH2:53][CH:54]([S:22][C:20](=[O:23])[CH3:21])[CH3:55])=[O:57], predict the reactants needed to synthesize it. The reactants are: C1(P(C2C=CC=CC=2)C2C=CC=CC=2)C=CC=CC=1.[C:20]([OH:23])(=[S:22])[CH3:21].[Cl:24][C:25]1[CH:30]=[C:29]([CH3:31])[C:28]([NH:32][C:33]([C:35]2[N:36]([C:44]3[C:49]([Cl:50])=[CH:48][CH:47]=[CH:46][N:45]=3)[N:37]=[C:38]([C:40]([F:43])([F:42])[F:41])[CH:39]=2)=[O:34])=[C:27]([C:51](=[O:57])[NH:52][CH2:53][CH:54](O)[CH3:55])[CH:26]=1. (9) Given the product [Cl:7][CH:5]([CH3:6])[O:4][C:2](=[O:3])[O:8][CH2:9][CH2:10][S:11][S:12][CH2:13][CH2:14][O:15][C:16](=[O:17])[NH:18][CH2:19][C:20]1([CH2:26][C:27]([O:29][CH2:30][CH3:31])=[O:28])[CH2:25][CH2:24][CH2:23][CH2:22][CH2:21]1, predict the reactants needed to synthesize it. The reactants are: Cl[C:2]([O:4][CH:5]([Cl:7])[CH3:6])=[O:3].[OH:8][CH2:9][CH2:10][S:11][S:12][CH2:13][CH2:14][O:15][C:16]([NH:18][CH2:19][C:20]1([CH2:26][C:27]([O:29][CH2:30][CH3:31])=[O:28])[CH2:25][CH2:24][CH2:23][CH2:22][CH2:21]1)=[O:17].N1C=CC=CC=1.